From a dataset of Catalyst prediction with 721,799 reactions and 888 catalyst types from USPTO. Predict which catalyst facilitates the given reaction. Reactant: [OH:1][C:2]1[CH:3]=[C:4]2[C:8](=[CH:9][CH:10]=1)[NH:7][C:6](=[O:11])[C:5]12[CH2:16][CH2:15][CH2:14][CH2:13][CH2:12]1.C(=O)([O-])[O-].[K+].[K+].[CH2:23](Cl)[C:24]1[CH:29]=[CH:28][CH:27]=[CH:26][CH:25]=1.[Cl-].[Na+]. Product: [CH2:23]([O:1][C:2]1[CH:3]=[C:4]2[C:8](=[CH:9][CH:10]=1)[NH:7][C:6](=[O:11])[C:5]12[CH2:16][CH2:15][CH2:14][CH2:13][CH2:12]1)[C:24]1[CH:29]=[CH:28][CH:27]=[CH:26][CH:25]=1. The catalyst class is: 9.